This data is from Full USPTO retrosynthesis dataset with 1.9M reactions from patents (1976-2016). The task is: Predict the reactants needed to synthesize the given product. (1) The reactants are: CC(C)([O-])C.[Na+].Cl[C:8]1[CH:13]=[C:12]([F:14])[CH:11]=[C:10]([F:15])[CH:9]=1.C(=[NH:29])(C1C=CC=CC=1)C1C=CC=CC=1. Given the product [F:15][C:10]1[CH:9]=[C:8]([CH:13]=[C:12]([F:14])[CH:11]=1)[NH2:29], predict the reactants needed to synthesize it. (2) Given the product [CH2:9]([NH:1][CH2:2][CH2:3][C:4]1[NH:8][CH:7]=[N:6][CH:5]=1)[C:10]1[CH:15]=[CH:14][CH:13]=[CH:12][CH:11]=1, predict the reactants needed to synthesize it. The reactants are: [NH2:1][CH2:2][CH2:3][C:4]1[N:8]=[CH:7][NH:6][CH:5]=1.[CH:9](=O)[C:10]1[CH:15]=[CH:14][CH:13]=[CH:12][CH:11]=1.CO.[BH4-].[Na+]. (3) Given the product [CH3:16][C:15]([CH3:18])([CH3:17])[C:14]([NH:13][C:8]1[C:7]([C:20]([O:22][CH3:23])=[O:21])=[C:6]2[C:11]([CH:12]3[CH2:2][CH:3]3[CH2:4][O:5]2)=[CH:10][CH:9]=1)=[O:19], predict the reactants needed to synthesize it. The reactants are: Br[C:2]1(Br)[CH:12]2[CH:3]1[CH2:4][O:5][C:6]1[C:11]2=[CH:10][CH:9]=[C:8]([NH:13][C:14](=[O:19])[C:15]([CH3:18])([CH3:17])[CH3:16])[C:7]=1[C:20]([O:22][CH3:23])=[O:21].[Cl-].[NH4+]. (4) Given the product [N+:1]([C:4]1[C:5]2[O:31][C:21]3[CH2:28][CH2:18][CH2:23][C:22]=3[C:6]=2[CH:7]=[CH:8][CH:9]=1)([O-:3])=[O:2], predict the reactants needed to synthesize it. The reactants are: [N+:1]([C:4]1[CH:9]=[CH:8][C:7](ON=C2CCCC2)=[CH:6][CH:5]=1)([O-:3])=[O:2].Cl.[C:18]1([CH3:28])[CH:23]=[CH:22][C:21](S(O)(=O)=O)=CC=1.C(O)(=[O:31])C. (5) Given the product [N:17]1([C:9]2[N:10]=[N:11][C:12]([C:13]([F:15])([F:14])[F:16])=[C:7]([C:2]3[CH:3]=[CH:4][CH:5]=[CH:6][C:1]=3[CH3:26])[CH:8]=2)[CH2:18][CH2:19][NH:20][CH2:21][CH2:22]1, predict the reactants needed to synthesize it. The reactants are: [C:1]1([CH3:26])[CH:6]=[CH:5][CH:4]=[CH:3][C:2]=1[C:7]1[CH:8]=[C:9]([N:17]2[CH2:22][CH2:21][N:20](C(O)=O)[CH2:19][CH2:18]2)[N:10]=[N:11][C:12]=1[C:13]([F:16])([F:15])[F:14].